From a dataset of Full USPTO retrosynthesis dataset with 1.9M reactions from patents (1976-2016). Predict the reactants needed to synthesize the given product. Given the product [NH2:21][C:17]1[CH:16]=[C:15]([Cl:24])[C:14]([O:13][CH2:6][C:7]2[CH:12]=[CH:11][CH:10]=[CH:9][CH:8]=2)=[CH:19][C:18]=1[OH:20], predict the reactants needed to synthesize it. The reactants are: O.O.Cl[Sn]Cl.[CH2:6]([O:13][C:14]1[C:15]([Cl:24])=[CH:16][C:17]([N+:21]([O-])=O)=[C:18]([OH:20])[CH:19]=1)[C:7]1[CH:12]=[CH:11][CH:10]=[CH:9][CH:8]=1.